From a dataset of Forward reaction prediction with 1.9M reactions from USPTO patents (1976-2016). Predict the product of the given reaction. (1) Given the reactants [NH2:1][C:2]1[N:7]=[C:6]([NH:8][CH:9]2[CH2:14][CH2:13][CH2:12][N:11](C(OC(C)(C)C)=O)[CH2:10]2)[CH:5]=[CH:4][C:3]=1[C:22]#[N:23].[ClH:24], predict the reaction product. The product is: [ClH:24].[NH2:1][C:2]1[C:3]([C:22]#[N:23])=[CH:4][CH:5]=[C:6]([NH:8][CH:9]2[CH2:14][CH2:13][CH2:12][NH:11][CH2:10]2)[N:7]=1. (2) Given the reactants [N:1]#[C:2]Br.[NH:4]1[CH2:9][CH2:8][CH:7]([C:10]2[CH:15]=[CH:14][C:13]([C@@H:16]([NH:18][C:19](=[O:21])[CH3:20])[CH3:17])=[CH:12][CH:11]=2)[CH2:6][CH2:5]1.CCN(C(C)C)C(C)C, predict the reaction product. The product is: [C:2]([N:4]1[CH2:9][CH2:8][CH:7]([C:10]2[CH:15]=[CH:14][C:13]([C@@H:16]([NH:18][C:19](=[O:21])[CH3:20])[CH3:17])=[CH:12][CH:11]=2)[CH2:6][CH2:5]1)#[N:1]. (3) Given the reactants CO[N:3]=[CH:4][C:5]1[C:6]2[CH:7]=[CH:8][NH:9][C:10]=2[CH:11]=[CH:12][CH:13]=1.Cl, predict the reaction product. The product is: [NH:9]1[C:10]2[C:6](=[C:5]([CH2:4][NH2:3])[CH:13]=[CH:12][CH:11]=2)[CH:7]=[CH:8]1. (4) Given the reactants [F:1][C:2]1[CH:10]=[CH:9][C:8]([F:11])=[CH:7][C:3]=1[C:4]([OH:6])=[O:5].[CH2:12]([Li])CCC.CI.Cl, predict the reaction product. The product is: [F:11][C:8]1[C:7]([CH3:12])=[C:3]([C:2]([F:1])=[CH:10][CH:9]=1)[C:4]([OH:6])=[O:5]. (5) Given the reactants C(OC(=O)[NH:7][CH:8]1[CH2:13][CH2:12][N:11]([CH2:14][C:15]2[CH:19]=[CH:18][N:17]([C:20]3[CH:25]=[CH:24][C:23]([C:26]([F:29])([F:28])[F:27])=[CH:22][N:21]=3)[CH:16]=2)[CH2:10][CH2:9]1)(C)(C)C.C(OCC)C.[ClH:36], predict the reaction product. The product is: [ClH:36].[ClH:36].[ClH:36].[F:29][C:26]([F:27])([F:28])[C:23]1[CH:24]=[CH:25][C:20]([N:17]2[CH:18]=[CH:19][C:15]([CH2:14][N:11]3[CH2:10][CH2:9][CH:8]([NH2:7])[CH2:13][CH2:12]3)=[CH:16]2)=[N:21][CH:22]=1.